Dataset: NCI-60 drug combinations with 297,098 pairs across 59 cell lines. Task: Regression. Given two drug SMILES strings and cell line genomic features, predict the synergy score measuring deviation from expected non-interaction effect. Cell line: DU-145. Synergy scores: CSS=16.7, Synergy_ZIP=2.29, Synergy_Bliss=-1.92, Synergy_Loewe=-6.52, Synergy_HSA=-3.19. Drug 1: CC1=C(C=C(C=C1)NC2=NC=CC(=N2)N(C)C3=CC4=NN(C(=C4C=C3)C)C)S(=O)(=O)N.Cl. Drug 2: CC(CN1CC(=O)NC(=O)C1)N2CC(=O)NC(=O)C2.